Dataset: Forward reaction prediction with 1.9M reactions from USPTO patents (1976-2016). Task: Predict the product of the given reaction. (1) Given the reactants [NH2:1][CH2:2][C:3]1[CH:4]=[C:5]([C:9]2[N:10]([CH3:21])[C:11]3[C:16]([C:17]=2[C:18]#[N:19])=[CH:15][CH:14]=[C:13]([Cl:20])[CH:12]=3)[CH:6]=[N:7][CH:8]=1.C(N(N[S:28](Cl)(=[O:30])=[O:29])CC)C.[CH2:32]([N:34](CC)[CH2:35][CH3:36])[CH3:33], predict the reaction product. The product is: [NH4+:1].[OH-:29].[CH2:32]([N:34]([CH2:35][CH3:36])[S:28]([NH:1][CH2:2][C:3]1[CH:8]=[N:7][CH:6]=[C:5]([C:9]2[N:10]([CH3:21])[C:11]3[C:16]([C:17]=2[C:18]#[N:19])=[CH:15][CH:14]=[C:13]([Cl:20])[CH:12]=3)[CH:4]=1)(=[O:30])=[O:29])[CH3:33]. (2) Given the reactants [Cl:1][C:2]1[CH:3]=[C:4]([CH:7]=[C:8]([Cl:19])[C:9]=1[O:10][C:11]1[CH:16]=[CH:15][C:14]([O:17][CH3:18])=[CH:13][CH:12]=1)[CH:5]=O.Cl.[NH2:21][OH:22].C([BH3-])#N.[Na+].[C:27]([OH:30])(=O)C, predict the reaction product. The product is: [Cl:1][C:2]1[CH:3]=[C:4]([CH:7]=[C:8]([Cl:19])[C:9]=1[O:10][C:11]1[CH:16]=[CH:15][C:14]([O:17][CH3:18])=[CH:13][CH:12]=1)[CH2:5][N:21]([OH:22])[CH:27]=[O:30]. (3) Given the reactants [Cl:1][C:2]1[N:10]=[C:9]2[C:5]([NH:6][CH:7]=[N:8]2)=[C:4]([Cl:11])[N:3]=1.[H-].[Na+].CN(C)C=O.[CH3:19][Si:20]([CH3:27])([CH3:26])[CH2:21][CH2:22][O:23][CH2:24]Cl, predict the reaction product. The product is: [Cl:1][C:2]1[N:10]=[C:9]2[C:5]([N:6]=[CH:7][N:8]2[CH2:24][O:23][CH2:22][CH2:21][Si:20]([CH3:27])([CH3:26])[CH3:19])=[C:4]([Cl:11])[N:3]=1. (4) The product is: [Br:1][C:2]1[CH:3]=[C:4]([C:13]([CH3:16])([CH3:15])[CH3:14])[C:5]([O:12][CH3:17])=[C:6]([C:8]([CH3:9])([CH3:10])[CH3:11])[CH:7]=1. Given the reactants [Br:1][C:2]1[CH:7]=[C:6]([C:8]([CH3:11])([CH3:10])[CH3:9])[C:5]([OH:12])=[C:4]([C:13]([CH3:16])([CH3:15])[CH3:14])[CH:3]=1.[C:17](=O)([O-])[O-].[K+].[K+].S(OC)(OC)(=O)=O, predict the reaction product. (5) Given the reactants [C:1]([O:5][CH2:6][C:7]([CH2:20][O:21][C:22](=[O:25])[CH:23]=[CH2:24])([CH2:14][O:15][C:16](=[O:19])[CH:17]=[CH2:18])[CH2:8][O:9]C(=O)C=C)(=[O:4])[CH:2]=[CH2:3].[C:26]([O:30][CH2:31][C:32]([CH2:45]O)([CH2:39][O:40][C:41](=[O:44])[CH:42]=[CH2:43])[CH2:33][O:34][C:35](=[O:38])[CH:36]=[CH2:37])(=[O:29])[CH:27]=[CH2:28].[Sb].C1CCC(O)(C(C2C=CC=CC=2)=O)CC1, predict the reaction product. The product is: [C:35]([O:34][CH2:33][C:32]([CH2:39][O:40][C:41](=[O:44])[CH:42]=[CH2:43])([CH2:45][O:9][CH2:8][C:7]([CH2:14][O:15][C:16](=[O:19])[CH:17]=[CH2:18])([CH2:6][O:5][C:1](=[O:4])[CH:2]=[CH2:3])[CH2:20][O:21][C:22](=[O:25])[CH:23]=[CH2:24])[CH2:31][O:30][C:26](=[O:29])[CH:27]=[CH2:28])(=[O:38])[CH:36]=[CH2:37]. (6) Given the reactants [CH3:1][C:2]1[NH:3][C:4]2[C:9]([CH:10]=1)=[CH:8][CH:7]=[CH:6][CH:5]=2.[Li]CCCC.CC(C)([O-])C.[K+].[F:22][C:23]([F:40])([F:39])[C:24](=[O:38])[CH2:25][C:26]1([CH3:37])[C:35]2[C:30](=[CH:31][CH:32]=[C:33]([F:36])[CH:34]=2)[O:29][CH2:28][CH2:27]1, predict the reaction product. The product is: [F:40][C:23]([F:22])([F:39])[C:24]([CH2:1][C:2]1[NH:3][C:4]2[C:9]([CH:10]=1)=[CH:8][CH:7]=[CH:6][CH:5]=2)([OH:38])[CH2:25][C:26]1([CH3:37])[C:35]2[C:30](=[CH:31][CH:32]=[C:33]([F:36])[CH:34]=2)[O:29][CH2:28][CH2:27]1. (7) Given the reactants C(OC(=O)[NH:10][CH:11]1[CH2:16][CH2:15][CH2:14][NH:13][C:12]1=[O:17])C1C=CC=CC=1.I[C:20]1[CH:25]=[CH:24][C:23]([C:26]2([C:29]([OH:31])=[O:30])[CH2:28][CH2:27]2)=[CH:22][CH:21]=1.[C:32]([O-:35])([O-])=[O:33].[K+].[K+].N1[C:51]2[C:42](=[CH:43][CH:44]=[C:45]3[C:50]=2N=CC=C3)[CH:41]=CC=1, predict the reaction product. The product is: [CH2:41]([O:35][C:32]([C:11]1([NH2:10])[CH2:16][CH2:15][CH2:14][N:13]([C:20]2[CH:25]=[CH:24][C:23]([C:26]3([C:29]([OH:31])=[O:30])[CH2:28][CH2:27]3)=[CH:22][CH:21]=2)[C:12]1=[O:17])=[O:33])[C:42]1[CH:51]=[CH:50][CH:45]=[CH:44][CH:43]=1.